Task: Predict the product of the given reaction.. Dataset: Forward reaction prediction with 1.9M reactions from USPTO patents (1976-2016) (1) The product is: [O:21]=[C:16]1[CH2:17][CH2:18][C:19](=[O:20])[N:15]1[O:12][C:11](=[O:13])[CH2:10][N:4]1[CH:3]([CH3:2])[CH2:8][CH2:7][CH2:6][CH:5]1[CH3:9]. Given the reactants Cl.[CH3:2][CH:3]1[CH2:8][CH2:7][CH2:6][CH:5]([CH3:9])[N:4]1[CH2:10][C:11]([OH:13])=[O:12].O[N:15]1[C:19](=[O:20])[CH2:18][CH2:17][C:16]1=[O:21].C1(N=C=NC2CCCCC2)CCCCC1, predict the reaction product. (2) Given the reactants [C:1]([O:5][C:6]([N:8]([CH3:20])[C@@H:9]([C:17](O)=[O:18])[CH2:10][C:11]1[CH:16]=[CH:15][CH:14]=[CH:13][CH:12]=1)=[O:7])([CH3:4])([CH3:3])[CH3:2].O.O[N:23]1[C:27]2C=CC=CC=2N=N1.Cl.C(N=C=NCCCN(C)C)C.CN, predict the reaction product. The product is: [C:1]([O:5][C:6](=[O:7])[N:8]([CH3:20])[C@@H:9]([C:17](=[O:18])[NH:23][CH3:27])[CH2:10][C:11]1[CH:16]=[CH:15][CH:14]=[CH:13][CH:12]=1)([CH3:4])([CH3:3])[CH3:2]. (3) Given the reactants [CH3:1]/[CH:2]=[CH:3]/[C:4]([CH:6]1[C:11]([CH3:13])([CH3:12])[CH2:10][CH:9]=[CH:8][CH:7]1[CH3:14])=[O:5].C(=O)([S:17][CH2:18][CH2:19][C:20]([N:22]([CH3:24])[CH3:23])=[O:21])C.C1CCN2C(=NCCC2)CC1, predict the reaction product. The product is: [CH3:23][N:22]([CH3:24])[C:20](=[O:21])[CH2:19][CH2:18][S:17][CH:2]([CH2:3][C:4](=[O:5])[CH:6]1[C:11]([CH3:12])([CH3:13])[CH2:10][CH:9]=[CH:8][CH:7]1[CH3:14])[CH3:1]. (4) Given the reactants [NH2:1][C:2]1[C:3]2[C:10]([C:11]3[CH:16]=[CH:15][CH:14]=[C:13]([O:17][CH2:18][CH:19]4[CH2:23][CH2:22][C:21]([CH3:25])([CH3:24])[O:20]4)[CH:12]=3)=[CH:9][N:8]([C@@H:26]3[CH2:29][C@H:28]([CH2:30]O)[CH2:27]3)[C:4]=2[N:5]=[CH:6][N:7]=1.[F:32][C:33]1([F:39])[CH2:38][CH2:37][NH:36][CH2:35][CH2:34]1, predict the reaction product. The product is: [F:32][C:33]1([F:39])[CH2:38][CH2:37][N:36]([CH2:30][C@@H:28]2[CH2:27][C@H:26]([N:8]3[C:4]4[N:5]=[CH:6][N:7]=[C:2]([NH2:1])[C:3]=4[C:10]([C:11]4[CH:16]=[CH:15][CH:14]=[C:13]([O:17][CH2:18][CH:19]5[CH2:23][CH2:22][C:21]([CH3:24])([CH3:25])[O:20]5)[CH:12]=4)=[CH:9]3)[CH2:29]2)[CH2:35][CH2:34]1. (5) Given the reactants [CH:1]12[CH2:7][CH:4]([CH:5]=[CH:6]1)[CH2:3][CH:2]2[NH:8][C:9]([NH:11][NH2:12])=[S:10].[CH:13](=O)[C:14]1[CH:19]=[CH:18][C:17]([O:20][CH3:21])=[CH:16][CH:15]=1.C(O)(=O)C, predict the reaction product. The product is: [CH:1]12[CH2:7][CH:4]([CH:5]=[CH:6]1)[CH2:3][CH:2]2[NH:8][C:9](=[S:10])[NH:11][N:12]=[CH:13][C:14]1[CH:19]=[CH:18][C:17]([O:20][CH3:21])=[CH:16][CH:15]=1. (6) Given the reactants N1[CH:6]=[CH:5][CH:4]=[CH:3][CH:2]=1.CS(Cl)(=O)=O.[S:12]([O-])(=O)(=O)C.C(N(CC)CC)C.[C:24]([O:27][CH2:28]C)(=[O:26])C, predict the reaction product. The product is: [S:12]1[CH2:6][CH2:5][CH:4]=[C:3]([C:24]([O:27][CH3:28])=[O:26])[CH2:2]1.